This data is from Full USPTO retrosynthesis dataset with 1.9M reactions from patents (1976-2016). The task is: Predict the reactants needed to synthesize the given product. Given the product [CH3:30][N:13]([CH2:12][CH2:11][CH2:10][P:5](=[O:4])([OH:9])[OH:6])[CH2:14][CH2:15][CH2:16][CH2:17][CH2:18][CH2:19][CH2:20][CH2:21][CH2:22][CH2:23][CH2:24][CH2:25][CH2:26][CH2:27][CH2:28][CH3:29], predict the reactants needed to synthesize it. The reactants are: Br.C([O:4][P:5]([CH2:10][CH2:11][CH2:12][N:13]([CH3:30])[CH2:14][CH2:15][CH2:16][CH2:17][CH2:18][CH2:19][CH2:20][CH2:21][CH2:22][CH2:23][CH2:24][CH2:25][CH2:26][CH2:27][CH2:28][CH3:29])(=[O:9])[O:6]CC)C.Br[Si](C)(C)C.C([Si](C)(C)C)C=C.